This data is from Forward reaction prediction with 1.9M reactions from USPTO patents (1976-2016). The task is: Predict the product of the given reaction. (1) Given the reactants [C:1]([NH:8][C@H:9]([CH2:17][OH:18])[CH2:10][C:11]1[CH:16]=[CH:15][CH:14]=[CH:13][CH:12]=1)([O:3][C:4]([CH3:7])([CH3:6])[CH3:5])=[O:2].[H-].[Na+].[CH2:21](Br)[C:22]1[CH:27]=[CH:26][CH:25]=[CH:24][CH:23]=1, predict the reaction product. The product is: [C:4]([O:3][C:1](=[O:2])[NH:8][C@@H:9]([CH2:10][C:11]1[CH:12]=[CH:13][CH:14]=[CH:15][CH:16]=1)[CH2:17][O:18][CH2:21][C:22]1[CH:27]=[CH:26][CH:25]=[CH:24][CH:23]=1)([CH3:5])([CH3:7])[CH3:6]. (2) The product is: [O:1]1[C:5]2[CH:6]=[CH:7][CH:8]=[CH:9][C:4]=2[N:3]=[C:2]1[C:10](=[C:20]([S:14][CH3:13])[S:21][CH3:23])[C:11]#[N:12]. Given the reactants [O:1]1[C:5]2[CH:6]=[CH:7][CH:8]=[CH:9][C:4]=2[N:3]=[C:2]1[CH2:10][C:11]#[N:12].[C:13](=S)=[S:14].IC.[H-].[Na+].[CH3:20][S:21]([CH3:23])=O, predict the reaction product.